This data is from Peptide-MHC class I binding affinity with 185,985 pairs from IEDB/IMGT. The task is: Regression. Given a peptide amino acid sequence and an MHC pseudo amino acid sequence, predict their binding affinity value. This is MHC class I binding data. (1) The peptide sequence is GTEMFRHGY. The MHC is HLA-A03:01 with pseudo-sequence HLA-A03:01. The binding affinity (normalized) is 0.269. (2) The peptide sequence is AIIDYIAYM. The MHC is HLA-C14:02 with pseudo-sequence HLA-C14:02. The binding affinity (normalized) is 0.551. (3) The peptide sequence is ILMDTICGT. The MHC is HLA-B15:01 with pseudo-sequence HLA-B15:01. The binding affinity (normalized) is 0.0847. (4) The peptide sequence is MLYPLLWMF. The MHC is HLA-C07:01 with pseudo-sequence HLA-C07:01. The binding affinity (normalized) is 0.244. (5) The peptide sequence is FFLQRLYFL. The MHC is HLA-A32:01 with pseudo-sequence HLA-A32:01. The binding affinity (normalized) is 0.0250. (6) The peptide sequence is RVRRLNWAA. The MHC is HLA-B15:17 with pseudo-sequence HLA-B15:17. The binding affinity (normalized) is 0.0847.